Dataset: Reaction yield outcomes from USPTO patents with 853,638 reactions. Task: Predict the reaction yield, written as a fraction of the theoretical maximum amount of product (1.0 means a 100% yield; for example, 0.34 means a 34% yield). (1) The reactants are [CH2:1]([C@@H:5]1[NH:10][CH2:9][C@H:8]([CH2:11][CH:12]([CH3:14])[CH3:13])[NH:7][C:6]1=[O:15])[CH:2]([CH3:4])[CH3:3].[F:16][C:17]1[CH:22]=[CH:21][C:20]([C:23]2[O:27][N:26]=[C:25]([CH2:28][C:29](O)=[O:30])[CH:24]=2)=[CH:19][CH:18]=1.C([C@@H]1N(CC2C=C(C3C=CC=CC=3)ON=2)C[C@H](CC(C)C)NC1=O)C(C)C. No catalyst specified. The product is [F:16][C:17]1[CH:18]=[CH:19][C:20]([C:23]2[O:27][N:26]=[C:25]([CH2:28][C:29]([N:10]3[CH2:9][C@H:8]([CH2:11][CH:12]([CH3:14])[CH3:13])[NH:7][C:6](=[O:15])[C@@H:5]3[CH2:1][CH:2]([CH3:4])[CH3:3])=[O:30])[CH:24]=2)=[CH:21][CH:22]=1. The yield is 0.340. (2) The reactants are [CH:1]1([C:4]([NH:9][S:10]([C:13]2[CH:18]=[CH:17][CH:16]=[CH:15][C:14]=2[N+:19]([O-:21])=[O:20])(=[O:12])=[O:11])(C)[C:5]([OH:7])=O)[CH2:3][CH2:2]1.[CH3:22][O:23][C:24](=[O:38])[C@@H:25]([NH2:37])[CH2:26][C:27]1[CH:36]=[CH:35][C:34]2[C:29](=[CH:30][CH:31]=[CH:32][CH:33]=2)[CH:28]=1.[CH3:39]N1CCOCC1.ON1C2C=CC=CC=2N=N1.CN(C)CCCN=C=NCC. The catalyst is CN(C=O)C. The product is [CH3:22][O:23][C:24](=[O:38])[CH:25]([NH:37][C:5](=[O:7])[CH:4]([NH:9][S:10]([C:13]1[CH:18]=[CH:17][CH:16]=[CH:15][C:14]=1[N+:19]([O-:21])=[O:20])(=[O:11])=[O:12])[CH2:1][CH:3]1[CH2:2][CH2:39]1)[CH2:26][C:27]1[CH:36]=[CH:35][C:34]2[C:29](=[CH:30][CH:31]=[CH:32][CH:33]=2)[CH:28]=1. The yield is 0.850. (3) The reactants are [H-].[Na+].[F:3][CH:4]([F:17])[C:5]1[C:13]2[C:12](=[O:14])[CH2:11][C:10]([CH3:16])([CH3:15])[CH2:9][C:8]=2[NH:7][N:6]=1.[Br:18][C:19]1[CH:26]=[C:25](F)[CH:24]=[CH:23][C:20]=1[C:21]#[N:22]. The catalyst is CS(C)=O.[NH4+].[Cl-].O. The product is [Br:18][C:19]1[CH:26]=[C:25]([N:7]2[C:8]3[CH2:9][C:10]([CH3:15])([CH3:16])[CH2:11][C:12](=[O:14])[C:13]=3[C:5]([CH:4]([F:3])[F:17])=[N:6]2)[CH:24]=[CH:23][C:20]=1[C:21]#[N:22]. The yield is 0.492. (4) The reactants are [CH3:1][O:2][CH2:3][N:4]1[C:8]2[CH:9]=[CH:10][C:11]([CH:13]([C:15]3[NH:19][N:18]=[CH:17][CH:16]=3)[CH3:14])=[CH:12][C:7]=2[S:6][C:5]1=[O:20].CC(C)([O-])C.[Li+].F[C:28]1[CH:33]=[CH:32][C:31]([O:34][CH2:35][CH2:36][O:37][CH:38]2[CH2:43][CH2:42][CH2:41][CH2:40][O:39]2)=[CH:30][N:29]=1. The catalyst is CN(C)C=O.C1COCC1. The product is [CH3:1][O:2][CH2:3][N:4]1[C:8]2[CH:9]=[CH:10][C:11]([CH:13]([C:15]3[CH:16]=[CH:17][N:18]([C:28]4[CH:33]=[CH:32][C:31]([O:34][CH2:35][CH2:36][O:37][CH:38]5[CH2:43][CH2:42][CH2:41][CH2:40][O:39]5)=[CH:30][N:29]=4)[N:19]=3)[CH3:14])=[CH:12][C:7]=2[S:6][C:5]1=[O:20]. The yield is 0.740. (5) The reactants are C(C1C=C([NH:10][C:11]([NH:13][C:14]2[CH:19]=[CH:18][C:17](Cl)=[CH:16][CH:15]=2)=[O:12])N(C2C=C(C=CC=2)C(OCC)=O)N=1)(C)(C)C.O=S(Cl)Cl. The catalyst is CCl. The product is [C:14]1([NH:13][C:11](=[O:12])[NH2:10])[C:15]2[C:16](=[CH:19][CH:14]=[CH:15][CH:16]=2)[CH:17]=[CH:18][CH:19]=1. The yield is 0.970. (6) The reactants are C1([NH:7][C:8]([C:10]2[C:11](=[O:30])[N:12]([CH2:22][C:23]3[CH:28]=[CH:27][C:26]([F:29])=[CH:25][CH:24]=3)[C:13]3[C:18]([C:19]=2O)=[CH:17][C:16]([CH3:21])=[CH:15][CH:14]=3)=O)CCCCC1.P(Cl)(Cl)([Cl:33])=O. No catalyst specified. The product is [Cl:33][C:19]1[C:18]2[C:13](=[CH:14][CH:15]=[C:16]([CH3:21])[CH:17]=2)[N:12]([CH2:22][C:23]2[CH:28]=[CH:27][C:26]([F:29])=[CH:25][CH:24]=2)[C:11](=[O:30])[C:10]=1[C:8]#[N:7]. The yield is 0.470. (7) The reactants are [NH2:1][C:2]1[C:3]2[CH:10]=[CH:9][N:8]([C@@H:11]3[O:15][C@H:14]([CH2:16][N:17]([CH:35]([CH3:37])[CH3:36])[CH2:18][CH2:19][CH2:20][NH:21][C:22]([NH:24][C:25]4[CH:30]=[CH:29][C:28]([C:31]([CH3:34])([CH3:33])[CH3:32])=[CH:27][CH:26]=4)=[O:23])[C@@H:13]([OH:38])[C@H:12]3[OH:39])[C:4]=2[N:5]=[CH:6][N:7]=1.[ClH:40].O. The catalyst is CO. The product is [ClH:40].[NH2:1][C:2]1[C:3]2[CH:10]=[CH:9][N:8]([C@@H:11]3[O:15][C@H:14]([CH2:16][N:17]([CH:35]([CH3:36])[CH3:37])[CH2:18][CH2:19][CH2:20][NH:21][C:22]([NH:24][C:25]4[CH:26]=[CH:27][C:28]([C:31]([CH3:33])([CH3:32])[CH3:34])=[CH:29][CH:30]=4)=[O:23])[C@@H:13]([OH:38])[C@H:12]3[OH:39])[C:4]=2[N:5]=[CH:6][N:7]=1. The yield is 0.970. (8) The reactants are [Br:1][C:2]1[CH:8]=[CH:7][C:5]([NH2:6])=[CH:4][C:3]=1[F:9].C([O-])([O-])=O.[K+].[K+].[CH2:16](Br)[C:17]1[CH:22]=[CH:21][CH:20]=[CH:19][CH:18]=1. The catalyst is CC#N. The product is [CH2:16]([N:6]([CH2:16][C:17]1[CH:22]=[CH:21][CH:20]=[CH:19][CH:18]=1)[C:5]1[CH:7]=[CH:8][C:2]([Br:1])=[C:3]([F:9])[CH:4]=1)[C:17]1[CH:22]=[CH:21][CH:20]=[CH:19][CH:18]=1. The yield is 0.550.